From a dataset of Full USPTO retrosynthesis dataset with 1.9M reactions from patents (1976-2016). Predict the reactants needed to synthesize the given product. (1) Given the product [CH3:15][O:16][CH2:17][CH2:18][CH2:19][NH:1][C:4]1[CH:11]=[CH:10][CH:9]=[C:8]([N+:12]([O-:14])=[O:13])[C:5]=1[C:6]#[N:7], predict the reactants needed to synthesize it. The reactants are: [N+:1]([C:4]1[CH:11]=[CH:10][CH:9]=[C:8]([N+:12]([O-:14])=[O:13])[C:5]=1[C:6]#[N:7])([O-])=O.[CH3:15][O:16][CH2:17][CH2:18][CH2:19]N. (2) The reactants are: [F:1][CH:2]([P:11](=[O:18])([O:15][CH2:16][CH3:17])[O:12][CH2:13][CH3:14])P(=O)(OCC)OCC.[Li+].CC([N-]C(C)C)C.[NH2:27][C:28]1[C:37]2[N:36]=[CH:35][C:34]([CH2:38][CH2:39][C:40]3[CH:45]=[CH:44][C:43]([O:46][CH3:47])=[CH:42][C:41]=3[CH3:48])=[CH:33][C:32]=2[C:31]2[CH:49]=[CH:50][C:51]([CH:53]=O)=[CH:52][C:30]=2[N:29]=1. Given the product [NH2:27][C:28]1[C:37]2[N:36]=[CH:35][C:34]([CH2:38][CH2:39][C:40]3[CH:45]=[CH:44][C:43]([O:46][CH3:47])=[CH:42][C:41]=3[CH3:48])=[CH:33][C:32]=2[C:31]2[CH:49]=[CH:50][C:51](/[CH:53]=[C:2](/[P:11](=[O:18])([O:12][CH2:13][CH3:14])[O:15][CH2:16][CH3:17])\[F:1])=[CH:52][C:30]=2[N:29]=1, predict the reactants needed to synthesize it. (3) Given the product [Br-:25].[OH:23][C:10]([C:17]1[CH:18]=[CH:19][CH:20]=[CH:21][CH:22]=1)([C:11]1[CH:12]=[CH:13][CH:14]=[CH:15][CH:16]=1)[C:9]([O:8][CH:5]1[CH2:6][CH2:7][N+:2]([CH3:1])([CH2:26][C:27](=[O:28])[NH:29][C:30]2[N:35]=[CH:34][N:33]=[CH:32][N:31]=2)[CH2:3][CH2:4]1)=[O:24], predict the reactants needed to synthesize it. The reactants are: [CH3:1][N:2]1[CH2:7][CH2:6][CH:5]([O:8][C:9](=[O:24])[C:10]([OH:23])([C:17]2[CH:22]=[CH:21][CH:20]=[CH:19][CH:18]=2)[C:11]2[CH:16]=[CH:15][CH:14]=[CH:13][CH:12]=2)[CH2:4][CH2:3]1.[Br:25][CH2:26][C:27]([NH:29][C:30]1[N:35]=[CH:34][N:33]=[CH:32][N:31]=1)=[O:28]. (4) Given the product [Cl:1][C:2]1[C:3]([N:13]2[CH2:18][CH2:17][N:16]([C:27]([NH:26][C:23]3[CH:24]=[CH:25][C:20]([Cl:19])=[CH:21][CH:22]=3)=[O:28])[CH2:15][CH2:14]2)=[N:4][CH:5]=[C:6]([CH:12]=1)[C:7]([O:9][CH2:10][CH3:11])=[O:8], predict the reactants needed to synthesize it. The reactants are: [Cl:1][C:2]1[C:3]([N:13]2[CH2:18][CH2:17][NH:16][CH2:15][CH2:14]2)=[N:4][CH:5]=[C:6]([CH:12]=1)[C:7]([O:9][CH2:10][CH3:11])=[O:8].[Cl:19][C:20]1[CH:25]=[CH:24][C:23]([N:26]=[C:27]=[O:28])=[CH:22][CH:21]=1. (5) Given the product [CH3:5][C:4]([CH3:7])([O-:3])[CH3:6].[F:14][CH:15]([F:24])[O:16][C:17]1[CH:22]=[C:21]([N:11]2[CH2:10][CH2:9][N:8]([C:1]([OH:3])=[O:2])[CH2:13][CH2:12]2)[CH:20]=[CH:19][CH:18]=1, predict the reactants needed to synthesize it. The reactants are: [C:1]([N:8]1[CH2:13][CH2:12][NH:11][CH2:10][CH2:9]1)([O:3][C:4]([CH3:7])([CH3:6])[CH3:5])=[O:2].[F:14][CH:15]([F:24])[O:16][C:17]1[CH:18]=[C:19](Br)[CH:20]=[CH:21][CH:22]=1.C1C=CC(P(C2C=CC3C(=CC=CC=3)C=2C2C3C(=CC=CC=3)C=CC=2P(C2C=CC=CC=2)C2C=CC=CC=2)C2C=CC=CC=2)=CC=1. (6) Given the product [Cl:24][C:25]1[CH:31]=[CH:30][C:28]([NH:29][C:1]([C:4]23[CH2:9][CH2:8][C:7]([NH:12][CH2:13][C:14]([N:16]4[CH2:20][C@@H:19]([F:21])[CH2:18][C@H:17]4[C:22]#[N:23])=[O:15])([CH2:6][CH2:5]2)[CH2:10][CH2:11]3)=[O:3])=[CH:27][CH:26]=1, predict the reactants needed to synthesize it. The reactants are: [C:1]([C:4]12[CH2:11][CH2:10][C:7]([NH:12][CH2:13][C:14]([N:16]3[CH2:20][C@@H:19]([F:21])[CH2:18][C@H:17]3[C:22]#[N:23])=[O:15])([CH2:8][CH2:9]1)[CH2:6][CH2:5]2)([OH:3])=O.[Cl:24][C:25]1[CH:31]=[CH:30][C:28]([NH2:29])=[CH:27][CH:26]=1. (7) The reactants are: [NH2:1][C:2]1[CH:7]=[CH:6][C:5]([NH:8][C:9](=[O:15])[O:10][C:11]([CH3:14])([CH3:13])[CH3:12])=[CH:4][CH:3]=1.[CH3:16][N:17]([CH3:22])[CH2:18][C:19](O)=[O:20].Cl.C(N=C=NCCCN(C)C)C.C(=O)(O)[O-].[Na+]. Given the product [CH3:16][N:17]([CH3:22])[CH2:18][C:19]([NH:1][C:2]1[CH:3]=[CH:4][C:5]([NH:8][C:9](=[O:15])[O:10][C:11]([CH3:12])([CH3:14])[CH3:13])=[CH:6][CH:7]=1)=[O:20], predict the reactants needed to synthesize it.